This data is from Reaction yield outcomes from USPTO patents with 853,638 reactions. The task is: Predict the reaction yield, written as a fraction of the theoretical maximum amount of product (1.0 means a 100% yield; for example, 0.34 means a 34% yield). (1) The reactants are [CH3:1][C:2]1[N:3]([S:16]([C:19]2[CH:24]=[CH:23][CH:22]=[CH:21][CH:20]=2)(=[O:18])=[O:17])[C:4]([C:11]2[CH:15]=[CH:14][S:13][CH:12]=2)=[CH:5][C:6]=1[C:7](OC)=[O:8].[H-].C([Al+]CC(C)C)C(C)C. The catalyst is C1(C)C=CC=CC=1. The product is [CH3:1][C:2]1[N:3]([S:16]([C:19]2[CH:24]=[CH:23][CH:22]=[CH:21][CH:20]=2)(=[O:17])=[O:18])[C:4]([C:11]2[CH:15]=[CH:14][S:13][CH:12]=2)=[CH:5][C:6]=1[CH2:7][OH:8]. The yield is 0.630. (2) The reactants are [CH3:1][NH:2][C:3]1[C:4]([N+:13]([O-])=O)=[C:5]2[C:10](=[CH:11][CH:12]=1)[N:9]=[CH:8][CH:7]=[N:6]2.O.NN. The catalyst is CO.[Ni]. The product is [CH3:1][NH:2][C:3]1[C:4]([NH2:13])=[C:5]2[C:10](=[CH:11][CH:12]=1)[N:9]=[CH:8][CH:7]=[N:6]2. The yield is 1.00. (3) The reactants are [C:1]1([CH2:7][N:8]2[C:18](=[O:19])[C:17]3[C:12](=[CH:13][CH:14]=[CH:15][CH:16]=3)[S:9]2(=[O:11])=[O:10])[CH:6]=[CH:5]C=CC=1.S1(C2C(=CC=CC=2)C(=O)N1)(=O)=O.[H-].[Na+].[O:34](CCCCBr)[C:35]1[CH:40]=[CH:39][CH:38]=[CH:37][CH:36]=1. The catalyst is CN(C=O)C. The product is [O:34]([CH2:5][CH2:6][CH2:1][CH2:7][N:8]1[C:18](=[O:19])[C:17]2[C:12](=[CH:13][CH:14]=[CH:15][CH:16]=2)[S:9]1(=[O:10])=[O:11])[C:35]1[CH:40]=[CH:39][CH:38]=[CH:37][CH:36]=1. The yield is 0.670. (4) The reactants are [N:1]1[C:10]2[C:5](=[CH:6][CH:7]=[CH:8][CH:9]=2)[C:4]([OH:11])=[CH:3][C:2]=1[OH:12].[Br:13][C:14]1[CH:15]=[C:16]([CH:19]=[C:20]([O:24][CH3:25])[C:21]=1[O:22][CH3:23])[CH:17]=O.[C:26](#[N:30])[CH2:27][C:28]#[N:29].C1N2CCN(CC2)C1. The catalyst is C(O)C.O. The product is [NH2:30][C:26]1[O:11][C:4]2[C:5]3[CH:6]=[CH:7][CH:8]=[CH:9][C:10]=3[N:1]=[C:2]([OH:12])[C:3]=2[CH:17]([C:16]2[CH:19]=[C:20]([O:24][CH3:25])[C:21]([O:22][CH3:23])=[C:14]([Br:13])[CH:15]=2)[C:27]=1[C:28]#[N:29]. The yield is 0.870. (5) The catalyst is O. The product is [Br:31][CH2:32][CH2:33][CH2:34][O:15][C:14]1[C:9]2[N:8]([CH2:18][CH3:19])[C:7]([C:3]3[C:2]([NH2:1])=[N:6][O:5][N:4]=3)=[N:17][C:10]=2[C:11]([Cl:16])=[N:12][CH:13]=1. The reactants are [NH2:1][C:2]1[C:3]([C:7]2[N:8]([CH2:18][CH3:19])[C:9]3[C:14]([OH:15])=[CH:13][N:12]=[C:11]([Cl:16])[C:10]=3[N:17]=2)=[N:4][O:5][N:6]=1.CN(C=O)C.C(=O)([O-])[O-].[Cs+].[Cs+].[Br:31][CH2:32][CH2:33][CH2:34]Br. The yield is 0.720. (6) The reactants are Br[C:2]1[NH:3][CH:4]=[C:5]2[C:9](=[O:10])[CH2:8][C:7]([CH3:12])([CH3:11])[C:6]=12.[F:13][C:14]1[CH:19]=[CH:18][CH:17]=[CH:16][C:15]=1OB(O)O. The catalyst is COCCOC.C(=O)([O-])[O-].[Na+].[Na+]. The product is [F:13][C:14]1[CH:19]=[CH:18][CH:17]=[CH:16][C:15]=1[C:2]1[NH:3][CH:4]=[C:5]2[C:9](=[O:10])[CH2:8][C:7]([CH3:12])([CH3:11])[C:6]=12. The yield is 0.375. (7) The yield is 0.850. The catalyst is C(Cl)Cl. The product is [F:1][C:2]1[CH:7]=[CH:6][C:5]([F:8])=[CH:4][C:3]=1[CH:9]([S:20]([C:23]1[CH:24]=[CH:25][C:26]([F:29])=[CH:27][CH:28]=1)(=[O:21])=[O:22])[C:10]1[C:11]([CH3:19])=[CH:12][C:13]([C:16]([N:33]2[CH2:34][CH2:35][NH:30][C:31](=[O:36])[CH2:32]2)=[O:18])=[N:14][CH:15]=1. The reactants are [F:1][C:2]1[CH:7]=[CH:6][C:5]([F:8])=[CH:4][C:3]=1[CH:9]([S:20]([C:23]1[CH:28]=[CH:27][C:26]([F:29])=[CH:25][CH:24]=1)(=[O:22])=[O:21])[C:10]1[C:11]([CH3:19])=[CH:12][C:13]([C:16]([OH:18])=O)=[N:14][CH:15]=1.[NH:30]1[CH2:35][CH2:34][NH:33][CH2:32][C:31]1=[O:36].ON1C2C=CC=CC=2N=N1.Cl.C(N=C=NCCCN(C)C)C.CN1CCOCC1. (8) The product is [Br:17][CH2:15][C:11]1[CH:10]=[C:9]([C:5]2[CH:6]=[CH:7][CH:8]=[C:3]([O:2][CH3:1])[CH:4]=2)[CH:14]=[CH:13][CH:12]=1. The yield is 0.910. The reactants are [CH3:1][O:2][C:3]1[CH:4]=[C:5]([C:9]2[CH:14]=[CH:13][CH:12]=[C:11]([CH2:15]O)[CH:10]=2)[CH:6]=[CH:7][CH:8]=1.[Br:17]C(Cl)(Cl)C(Cl)(Cl)Br.C1(P(C2C=CC=CC=2)CCP(C2C=CC=CC=2)C2C=CC=CC=2)C=CC=CC=1. The catalyst is C1COCC1. (9) The reactants are N[C:2]1[CH:11]=[CH:10][CH:9]=[C:8]2[C:3]=1[C:4](O)([C:13]([F:16])([F:15])[F:14])[CH2:5][C:6](=[O:12])[NH:7]2.N([O-])=[O:19].[Na+]. The catalyst is OS(O)(=O)=O.O. The product is [OH:19][C:2]1[CH:11]=[CH:10][CH:9]=[C:8]2[C:3]=1[C:4]([C:13]([F:16])([F:15])[F:14])=[CH:5][C:6](=[O:12])[NH:7]2. The yield is 0.820. (10) The reactants are [CH3:1][N:2]([CH3:23])[C:3](=[O:22])[C:4]1[CH:9]=[CH:8][C:7](/[CH:10]=[N:11]/[C:12]2[CH:20]=[CH:19][CH:18]=[C:17]3[C:13]=2[CH2:14][O:15][C:16]3=[O:21])=[CH:6][CH:5]=1.[CH3:24][N:25]1[CH:29]=[CH:28][N:27]=[C:26]1[CH:30]=O.[Na].[CH2:33]([OH:35])[CH3:34]. The catalyst is C(OCC)(=O)CC. The product is [CH3:23][N:2]([CH3:1])[C:3]([C:4]1[CH:9]=[CH:8][C:7]([CH:10]2[CH:30]([C:26]3[N:25]([CH3:24])[CH:29]=[CH:28][N:27]=3)[C:14](=[O:15])[C:13]3[C:17]([C:16]([O:35][CH2:33][CH3:34])=[O:21])=[CH:18][CH:19]=[CH:20][C:12]=3[NH:11]2)=[CH:6][CH:5]=1)=[O:22]. The yield is 0.370.